Predict the product of the given reaction. From a dataset of Forward reaction prediction with 1.9M reactions from USPTO patents (1976-2016). (1) The product is: [ClH:68].[NH2:57][CH2:56][C@H:53]1[CH2:52][CH2:51][C@H:50]([C:48]([NH:47][C@H:32]([C:33](=[O:46])[NH:34][C:35]2[CH:40]=[CH:39][C:38]([C:41]3[N:42]=[N:43][NH:44][N:45]=3)=[CH:37][CH:36]=2)[CH2:31][C:28]2[CH:27]=[CH:26][C:25]([C:22]3[CH:23]=[CH:24][C:19]([C:17]([NH:16][CH:13]4[CH2:12][CH2:11][CH:10]([N:9]([CH3:8])[CH3:67])[CH2:15][CH2:14]4)=[O:18])=[CH:20][C:21]=3[O:65][CH3:66])=[CH:30][CH:29]=2)=[O:49])[CH2:55][CH2:54]1. Given the reactants FC(F)(F)C(O)=O.[CH3:8][N:9]([CH3:67])[CH:10]1[CH2:15][CH2:14][CH:13]([NH:16][C:17]([C:19]2[CH:24]=[CH:23][C:22]([C:25]3[CH:30]=[CH:29][C:28]([CH2:31][C@H:32]([NH:47][C:48]([C@H:50]4[CH2:55][CH2:54][C@H:53]([CH2:56][NH:57]C(=O)OC(C)(C)C)[CH2:52][CH2:51]4)=[O:49])[C:33](=[O:46])[NH:34][C:35]4[CH:40]=[CH:39][C:38]([C:41]5[N:42]=[N:43][NH:44][N:45]=5)=[CH:37][CH:36]=4)=[CH:27][CH:26]=3)=[C:21]([O:65][CH3:66])[CH:20]=2)=[O:18])[CH2:12][CH2:11]1.[ClH:68], predict the reaction product. (2) Given the reactants [CH3:1][O-:2].[Na+].[CH:4]1([C@H:8]([NH:10][C:11]2[N:19]=[C:18]([C:20]#[N:21])[N:17]=[C:16]3[C:12]=2[N:13]([CH2:34][C@H:35]2[CH2:40][CH2:39][C@H:38]([CH3:41])[CH2:37][CH2:36]2)[C:14]([N:22]2[CH2:27][CH2:26][O:25][CH2:24][C@H:23]2[C:28]2[CH:33]=[CH:32][CH:31]=[CH:30][CH:29]=2)=[N:15]3)[CH3:9])[CH2:7][CH2:6][CH2:5]1, predict the reaction product. The product is: [CH:4]1([C@H:8]([NH:10][C:11]2[N:19]=[C:18]([C:20](=[NH:21])[O:2][CH3:1])[N:17]=[C:16]3[C:12]=2[N:13]([CH2:34][C@H:35]2[CH2:40][CH2:39][C@H:38]([CH3:41])[CH2:37][CH2:36]2)[C:14]([N:22]2[CH2:27][CH2:26][O:25][CH2:24][C@H:23]2[C:28]2[CH:33]=[CH:32][CH:31]=[CH:30][CH:29]=2)=[N:15]3)[CH3:9])[CH2:5][CH2:6][CH2:7]1. (3) The product is: [F:5][C:4]([F:7])([F:6])[C:3]1[N:9]=[C:10]([C:11]([O:13][CH2:14][CH3:15])=[O:12])[S:16][CH:2]=1. Given the reactants Br[CH2:2][C:3](=O)[C:4]([F:7])([F:6])[F:5].[NH2:9][C:10](=[S:16])[C:11]([O:13][CH2:14][CH3:15])=[O:12], predict the reaction product. (4) The product is: [F:12][C:13]1[CH:18]=[CH:17][C:16]([C:2]2[N:6]([CH3:7])[C:5]([C:8]([O:10][CH3:11])=[O:9])=[CH:4][CH:3]=2)=[C:15]([CH3:22])[CH:14]=1. Given the reactants Br[C:2]1[N:6]([CH3:7])[C:5]([C:8]([O:10][CH3:11])=[O:9])=[CH:4][CH:3]=1.[F:12][C:13]1[CH:18]=[CH:17][C:16](B(O)O)=[C:15]([CH3:22])[CH:14]=1.C([O-])([O-])=O.[Na+].[Na+], predict the reaction product. (5) Given the reactants C([C:5]1[CH:6]=[CH:7][C:8](O)=[C:9]([C:11]2(C3C=CC=CC=3)[C:19]3[C:14](=[CH:15][CH:16]=[CH:17][CH:18]=3)[NH:13][C:12]2=[O:20])[CH:10]=1)(C)(C)C.C1([Mg]Br)C=CC=CC=1.N1C2C(=CC=CC=2)C(=O)C1=[O:38], predict the reaction product. The product is: [OH:38][C:11]1([C:9]2[CH:8]=[CH:7][CH:6]=[CH:5][CH:10]=2)[C:19]2[C:14](=[CH:15][CH:16]=[CH:17][CH:18]=2)[NH:13][C:12]1=[O:20]. (6) Given the reactants [CH2:1]([N:4]1[CH2:9][CH2:8][CH2:7][CH2:6][C@H:5]1[C@H:10]([C:12]1[CH:17]=[CH:16][C:15]([Cl:18])=[C:14]([Cl:19])[CH:13]=1)[NH2:11])[CH:2]=[CH2:3].[N:20]([C:23]1[CH:24]=[C:25]2[C:29](=[CH:30][CH:31]=1)[NH:28][N:27]=[CH:26]2)=[C:21]=[S:22], predict the reaction product. The product is: [CH2:1]([N:4]1[CH2:9][CH2:8][CH2:7][CH2:6][C@H:5]1[C@H:10]([C:12]1[CH:17]=[CH:16][C:15]([Cl:18])=[C:14]([Cl:19])[CH:13]=1)[NH:11][C:21]([NH:20][C:23]1[CH:24]=[C:25]2[C:29](=[CH:30][CH:31]=1)[NH:28][N:27]=[CH:26]2)=[S:22])[CH:2]=[CH2:3]. (7) The product is: [CH3:14][NH:15][C:11](=[O:13])[CH2:10][C:7]1[CH:8]=[CH:9][C:4]([N+:1]([O-:3])=[O:2])=[CH:5][CH:6]=1. Given the reactants [N+:1]([C:4]1[CH:9]=[CH:8][C:7]([CH2:10][C:11]([OH:13])=O)=[CH:6][CH:5]=1)([O-:3])=[O:2].[CH3:14][N:15](C(ON1N=NC2C=CC=NC1=2)=[N+](C)C)C.F[P-](F)(F)(F)(F)F.CCN(C(C)C)C(C)C.Cl.CN, predict the reaction product. (8) Given the reactants C(O[C:4]([C:6]1([CH2:12][CH2:13]OC)[CH2:11][CH2:10][NH:9][CH2:8][CH2:7]1)=[O:5])C.[Cl:16][C:17]1([Cl:24])[CH2:19][C:18]1([CH3:23])[C:20](O)=[O:21].[F:25][C:26]([F:37])([F:36])[CH2:27][O:28][C:29]1[CH:34]=[CH:33][C:32]([NH2:35])=[CH:31][CH:30]=1, predict the reaction product. The product is: [Cl:16][C:17]1([Cl:24])[CH2:19][C:18]1([CH3:23])[C:20]([N:9]1[CH2:8][CH2:7][C:6]2([C:4](=[O:5])[N:35]([C:32]3[CH:33]=[CH:34][C:29]([O:28][CH2:27][C:26]([F:25])([F:36])[F:37])=[CH:30][CH:31]=3)[CH2:13][CH2:12]2)[CH2:11][CH2:10]1)=[O:21].